From a dataset of NCI-60 drug combinations with 297,098 pairs across 59 cell lines. Regression. Given two drug SMILES strings and cell line genomic features, predict the synergy score measuring deviation from expected non-interaction effect. Drug 1: C1CCC(C1)C(CC#N)N2C=C(C=N2)C3=C4C=CNC4=NC=N3. Synergy scores: CSS=28.4, Synergy_ZIP=-1.14, Synergy_Bliss=2.96, Synergy_Loewe=-6.08, Synergy_HSA=2.91. Cell line: NCI-H460. Drug 2: COC1=C(C=C2C(=C1)N=CN=C2NC3=CC(=C(C=C3)F)Cl)OCCCN4CCOCC4.